This data is from Full USPTO retrosynthesis dataset with 1.9M reactions from patents (1976-2016). The task is: Predict the reactants needed to synthesize the given product. (1) Given the product [Cl:1][C:2]1[CH:3]=[N:4][N:5]([CH3:16])[C:6]=1[C:7]1[CH:8]=[C:9]([C:13]([NH:17][C@@H:18]([CH2:31][C:32]2[CH:33]=[CH:34][C:35]([F:38])=[CH:36][CH:37]=2)[CH2:19][N:20]2[C:28](=[O:29])[C:27]3[C:22](=[CH:23][CH:24]=[CH:25][CH:26]=3)[C:21]2=[O:30])=[O:15])[S:10][C:11]=1[CH3:12], predict the reactants needed to synthesize it. The reactants are: [Cl:1][C:2]1[CH:3]=[N:4][N:5]([CH3:16])[C:6]=1[C:7]1[CH:8]=[C:9]([C:13]([OH:15])=O)[S:10][C:11]=1[CH3:12].[NH2:17][C@@H:18]([CH2:31][C:32]1[CH:37]=[CH:36][C:35]([F:38])=[CH:34][CH:33]=1)[CH2:19][N:20]1[C:28](=[O:29])[C:27]2[C:22](=[CH:23][CH:24]=[CH:25][CH:26]=2)[C:21]1=[O:30].CC(OC(N[C@H](C(O)=O)CC1C=CC=CC=1C(F)(F)F)=O)(C)C.C1CN([P+](Br)(N2CCCC2)N2CCCC2)CC1.F[P-](F)(F)(F)(F)F.CCN(C(C)C)C(C)C. (2) Given the product [Br:1][C:2]1[CH:11]=[CH:10][C:5]([C:6]2[N:7]=[C:15]([CH3:16])[O:9][N:8]=2)=[C:4]([F:12])[CH:3]=1, predict the reactants needed to synthesize it. The reactants are: [Br:1][C:2]1[CH:11]=[CH:10][C:5]([C:6]([NH:8][OH:9])=[NH:7])=[C:4]([F:12])[CH:3]=1.[H-].[Na+].[C:15](OC)(=O)[CH3:16].